From a dataset of Reaction yield outcomes from USPTO patents with 853,638 reactions. Predict the reaction yield, written as a fraction of the theoretical maximum amount of product (1.0 means a 100% yield; for example, 0.34 means a 34% yield). The reactants are Br[C:2]1[CH:7]=[CH:6][C:5]([C:8]2[NH:12][C:11]([C@@H:13]3[CH2:17][C@H:16]([CH3:18])[CH2:15][N:14]3[C:19]([O:21][C:22]([CH3:25])([CH3:24])[CH3:23])=[O:20])=[N:10][CH:9]=2)=[CH:4][CH:3]=1.[CH3:26][C:27]1([CH3:43])[C:31]([CH3:33])([CH3:32])[O:30][B:29]([B:29]2[O:30][C:31]([CH3:33])([CH3:32])[C:27]([CH3:43])([CH3:26])[O:28]2)[O:28]1.C([O-])(=O)C.[K+]. The catalyst is O1CCOCC1.C1C=CC([P]([Pd]([P](C2C=CC=CC=2)(C2C=CC=CC=2)C2C=CC=CC=2)([P](C2C=CC=CC=2)(C2C=CC=CC=2)C2C=CC=CC=2)[P](C2C=CC=CC=2)(C2C=CC=CC=2)C2C=CC=CC=2)(C2C=CC=CC=2)C2C=CC=CC=2)=CC=1. The product is [CH3:18][C@@H:16]1[CH2:15][N:14]([C:19]([O:21][C:22]([CH3:25])([CH3:24])[CH3:23])=[O:20])[C@H:13]([C:11]2[NH:12][C:8]([C:5]3[CH:6]=[CH:7][C:2]([B:29]4[O:30][C:31]([CH3:33])([CH3:32])[C:27]([CH3:43])([CH3:26])[O:28]4)=[CH:3][CH:4]=3)=[CH:9][N:10]=2)[CH2:17]1. The yield is 0.970.